The task is: Predict the reactants needed to synthesize the given product.. This data is from Full USPTO retrosynthesis dataset with 1.9M reactions from patents (1976-2016). (1) Given the product [C:1]([O:5][C:6](=[O:18])[NH:7][C:8]1([C:16]#[C:17][C:28]2[CH:29]=[CH:30][C:31]([O:32][CH2:33][CH2:34][C:35]3[CH:36]4[CH2:41][CH:38]([CH2:39][CH:40]=3)[C:37]4([CH3:43])[CH3:42])=[CH:44][CH:45]=2)[CH2:13][O:12][C:11]([CH3:15])([CH3:14])[O:10][CH2:9]1)([CH3:4])([CH3:3])[CH3:2], predict the reactants needed to synthesize it. The reactants are: [C:1]([O:5][C:6](=[O:18])[NH:7][C:8]1([C:16]#[CH:17])[CH2:13][O:12][C:11]([CH3:15])([CH3:14])[O:10][CH2:9]1)([CH3:4])([CH3:3])[CH3:2].C#CCCCCCC.I[C:28]1[CH:45]=[CH:44][C:31]([O:32][CH2:33][CH2:34][C:35]2[CH:36]3[CH2:41][CH:38]([CH2:39][CH:40]=2)[C:37]3([CH3:43])[CH3:42])=[CH:30][CH:29]=1.IC1C=C2C(=CC=1)CN(C(C1C=CC=CC=1)(C1C=CC=CC=1)C1C=CC=CC=1)C2. (2) Given the product [CH3:1][N:2]1[CH:6]=[C:5]([C:7]2[N:12]=[C:11]([C:13]3[CH:14]=[N:15][N:16]([CH:18]([CH2:23][C:24]#[N:26])[CH2:19][C:20]#[N:22])[CH:17]=3)[N:10]3[CH:27]=[CH:28][N:29]=[C:9]3[CH:8]=2)[CH:4]=[N:3]1, predict the reactants needed to synthesize it. The reactants are: [CH3:1][N:2]1[CH:6]=[C:5]([C:7]2[N:12]=[C:11]([C:13]3[CH:14]=[N:15][N:16]([CH:18]([CH2:23][C:24]([NH2:26])=O)[CH2:19][C:20]([NH2:22])=O)[CH:17]=3)[N:10]3[CH:27]=[CH:28][N:29]=[C:9]3[CH:8]=2)[CH:4]=[N:3]1.C(Cl)Cl.C(N(CC)CC)C.[Cl-]. (3) Given the product [CH3:1][C:2]1[C:10]2[C:9]([NH2:11])=[CH:8][CH:7]=[CH:6][C:5]=2[N:4]([CH2:14][C:15]2[CH:20]=[CH:19][CH:18]=[C:17]([CH3:21])[N:16]=2)[N:3]=1, predict the reactants needed to synthesize it. The reactants are: [CH3:1][C:2]1[C:10]2[C:5](=[CH:6][CH:7]=[CH:8][C:9]=2[N+:11]([O-])=O)[N:4]([CH2:14][C:15]2[CH:20]=[CH:19][CH:18]=[C:17]([CH3:21])[N:16]=2)[N:3]=1. (4) Given the product [OH:39][C:40]1[CH:45]=[CH:44][C:43]([NH:46][S:47]([CH3:50])(=[O:49])=[O:48])=[CH:42][C:41]=1[C:2]1[C:10]2[C:9]([NH:11][C@H:12]([C:14]3[N:19]([C:20]4[CH:25]=[CH:24][CH:23]=[CH:22][CH:21]=4)[C:18](=[O:26])[C:17]4=[C:27]([CH3:30])[CH:28]=[CH:29][N:16]4[N:15]=3)[CH3:13])=[N:8][CH:7]=[N:6][C:5]=2[N:4]([CH2:31][O:32][CH2:33][CH2:34][Si:35]([CH3:38])([CH3:37])[CH3:36])[CH:3]=1, predict the reactants needed to synthesize it. The reactants are: Br[C:2]1[C:10]2[C:9]([NH:11][C@H:12]([C:14]3[N:19]([C:20]4[CH:25]=[CH:24][CH:23]=[CH:22][CH:21]=4)[C:18](=[O:26])[C:17]4=[C:27]([CH3:30])[CH:28]=[CH:29][N:16]4[N:15]=3)[CH3:13])=[N:8][CH:7]=[N:6][C:5]=2[N:4]([CH2:31][O:32][CH2:33][CH2:34][Si:35]([CH3:38])([CH3:37])[CH3:36])[CH:3]=1.[OH:39][C:40]1[CH:45]=[CH:44][C:43]([NH:46][S:47]([CH3:50])(=[O:49])=[O:48])=[CH:42][C:41]=1B(O)O.C(=O)([O-])[O-].[Na+].[Na+]. (5) Given the product [C:13]1([C:9]2[CH:10]=[CH:11][CH:12]=[C:7]([C:1]3[CH:6]=[CH:5][CH:4]=[CH:3][CH:2]=3)[C:8]=2[O:19][P:28]2[O:32][C:31]([C:39]3[CH:44]=[CH:43][CH:42]=[CH:41][CH:40]=3)([C:33]3[CH:34]=[CH:35][CH:36]=[CH:37][CH:38]=3)[C:30]([C:45]3[CH:46]=[CH:47][CH:48]=[CH:49][CH:50]=3)([C:51]3[CH:52]=[CH:53][CH:54]=[CH:55][CH:56]=3)[O:29]2)[CH:14]=[CH:15][CH:16]=[CH:17][CH:18]=1, predict the reactants needed to synthesize it. The reactants are: [C:1]1([C:7]2[CH:12]=[CH:11][CH:10]=[C:9]([C:13]3[CH:18]=[CH:17][CH:16]=[CH:15][CH:14]=3)[C:8]=2[OH:19])[CH:6]=[CH:5][CH:4]=[CH:3][CH:2]=1.C(N(CC)CC)C.Cl[P:28]1[O:32][C:31]([C:39]2[CH:44]=[CH:43][CH:42]=[CH:41][CH:40]=2)([C:33]2[CH:38]=[CH:37][CH:36]=[CH:35][CH:34]=2)[C:30]([C:51]2[CH:56]=[CH:55][CH:54]=[CH:53][CH:52]=2)([C:45]2[CH:50]=[CH:49][CH:48]=[CH:47][CH:46]=2)[O:29]1. (6) Given the product [C:4]([C@H:6]1[CH2:7][N:8]([C:12]2[CH:13]=[CH:14][C:15]([O:18][CH2:19][C:20]3[CH:25]=[CH:24][CH:23]=[C:22]([F:26])[CH:21]=3)=[CH:16][CH:17]=2)[C:9](=[O:11])[CH2:10]1)(=[O:5])[CH3:28], predict the reactants needed to synthesize it. The reactants are: CON(C)[C:4]([C@@H:6]1[CH2:10][C:9](=[O:11])[N:8]([C:12]2[CH:17]=[CH:16][C:15]([O:18][CH2:19][C:20]3[CH:25]=[CH:24][CH:23]=[C:22]([F:26])[CH:21]=3)=[CH:14][CH:13]=2)[CH2:7]1)=[O:5].[CH3:28][Mg]Br.O.C(OCC)(=O)C. (7) Given the product [Cl:1][C:2]1[N:3]=[N:4][C:5]([Cl:9])=[C:6]([NH:14][CH2:13][C:12]2[CH:15]=[CH:16][CH:17]=[C:18]([F:19])[C:11]=2[F:10])[N:7]=1, predict the reactants needed to synthesize it. The reactants are: [Cl:1][C:2]1[N:3]=[N:4][C:5]([Cl:9])=[C:6](Cl)[N:7]=1.[F:10][C:11]1[C:18]([F:19])=[CH:17][CH:16]=[CH:15][C:12]=1[CH2:13][NH2:14].CCN(C(C)C)C(C)C. (8) Given the product [CH:54]1([C@H:46]([NH:45][C:44]([C:43]2[C:39]3[C:35](=[C:34]([Cl:33])[CH:42]=[CH:41][CH:40]=3)[C:36](=[O:37])[N:14]([C:15]3[CH:20]=[CH:19][CH:18]=[CH:17][CH:16]=3)[C:12]=2[CH2:11][CH:8]2[CH2:7][CH2:6][N:5]([C:1]([CH3:4])([CH3:3])[CH3:2])[CH2:10][CH2:9]2)=[O:57])[C:47]2[CH:52]=[CH:51][CH:50]=[C:49]([F:53])[CH:48]=2)[CH2:56][CH2:55]1, predict the reactants needed to synthesize it. The reactants are: [C:1]([N:5]1[CH2:10][CH2:9][CH:8]([CH2:11][C:12]([NH:14][C:15]2[CH:20]=[CH:19][CH:18]=[CH:17][CH:16]=2)=O)[CH2:7][CH2:6]1)([CH3:4])([CH3:3])[CH3:2].CC1C=CC=C(C)N=1.ClCCCl.[Cl:33][C:34]1[CH:42]=[CH:41][CH:40]=[C:39]([CH2:43][C:44](=[O:57])[NH:45][C@@H:46]([CH:54]2[CH2:56][CH2:55]2)[C:47]2[CH:52]=[CH:51][CH:50]=[C:49]([F:53])[CH:48]=2)[C:35]=1[C:36](O)=[O:37].